Dataset: Catalyst prediction with 721,799 reactions and 888 catalyst types from USPTO. Task: Predict which catalyst facilitates the given reaction. Reactant: [C:1]([S:5](/[N:7]=[CH:8]/[C:9]1[N:17]2[C:12]([CH2:13][CH2:14][CH2:15][CH2:16]2)=[CH:11][C:10]=1[C:18]([O:20][CH3:21])=[O:19])=[O:6])([CH3:4])([CH3:3])[CH3:2].[BH4-].[Na+].CO. Product: [CH3:3][C:1]([CH3:4])([S:5]([NH:7][CH2:8][C:9]1[N:17]2[C:12]([CH2:13][CH2:14][CH2:15][CH2:16]2)=[CH:11][C:10]=1[C:18]([O:20][CH3:21])=[O:19])=[O:6])[CH3:2]. The catalyst class is: 6.